From a dataset of Forward reaction prediction with 1.9M reactions from USPTO patents (1976-2016). Predict the product of the given reaction. (1) Given the reactants [O:1]1[CH2:6][CH2:5][CH:4]([CH:7]2[C:16]3[C:11](=[CH:12][CH:13]=[CH:14][CH:15]=3)[N:10]([CH2:17][CH2:18][NH2:19])[CH2:9][CH2:8]2)[CH2:3][CH2:2]1.C=O.[C:22](O)(C(F)(F)F)=O, predict the reaction product. The product is: [O:1]1[CH2:6][CH2:5][CH:4]([CH:7]2[C:16]3[C:11]4=[C:12]([CH2:22][NH:19][CH2:18][CH2:17][N:10]4[CH2:9][CH2:8]2)[CH:13]=[CH:14][CH:15]=3)[CH2:3][CH2:2]1. (2) Given the reactants [CH2:1]([O:8][C:9]1[CH:14]=[C:13](/[CH:15]=[CH:16]/[C:17]2[N:18]([CH2:22][O:23][CH2:24][C:25]3[CH:30]=[CH:29][CH:28]=[CH:27][CH:26]=3)[N:19]=[CH:20][CH:21]=2)[CH:12]=[CH:11][C:10]=1[N:31]1[S:35](=[O:37])(=[O:36])[N:34](CC[Si](C)(C)C)[C:33](=[O:44])[CH2:32]1)[C:2]1[CH:7]=[CH:6][CH:5]=[CH:4][CH:3]=1.[F-].[Cs+], predict the reaction product. The product is: [CH2:1]([O:8][C:9]1[CH:14]=[C:13](/[CH:15]=[CH:16]/[C:17]2[N:18]([CH2:22][O:23][CH2:24][C:25]3[CH:30]=[CH:29][CH:28]=[CH:27][CH:26]=3)[N:19]=[CH:20][CH:21]=2)[CH:12]=[CH:11][C:10]=1[N:31]1[S:35](=[O:37])(=[O:36])[NH:34][C:33](=[O:44])[CH2:32]1)[C:2]1[CH:7]=[CH:6][CH:5]=[CH:4][CH:3]=1. (3) The product is: [Cl:1][C:2]1[CH:7]=[C:6]([NH:8][C:9]2[C:14]([C:15]#[CH:16])=[CH:13][N:12]=[CH:11][N:10]=2)[C:5](=[O:21])[N:4]2[C:22]3([CH2:30][CH2:29][CH2:28][CH2:27][CH2:26]3)[NH:23][C:24](=[O:25])[C:3]=12. Given the reactants [Cl:1][C:2]1[CH:7]=[C:6]([NH:8][C:9]2[C:14]([C:15]#[C:16][Si](C)(C)C)=[CH:13][N:12]=[CH:11][N:10]=2)[C:5](=[O:21])[N:4]2[C:22]3([CH2:30][CH2:29][CH2:28][CH2:27][CH2:26]3)[NH:23][C:24](=[O:25])[C:3]=12.C(=O)([O-])[O-].[K+].[K+], predict the reaction product. (4) Given the reactants C([O:8][CH2:9][CH2:10][O:11][CH2:12][CH:13]1[CH:22]([S:23]([C:26]2[CH:31]=[CH:30][C:29]([Cl:32])=[CH:28][CH:27]=2)(=[O:25])=[O:24])[C:21]2[C:16](=[C:17]([F:34])[CH:18]=[CH:19][C:20]=2[F:33])[O:15][CH2:14]1)C1C=CC=CC=1.[H][H], predict the reaction product. The product is: [Cl:32][C:29]1[CH:28]=[CH:27][C:26]([S:23]([C@@H:22]2[C:21]3[C:16](=[C:17]([F:34])[CH:18]=[CH:19][C:20]=3[F:33])[O:15][CH2:14][C@H:13]2[CH2:12][O:11][CH2:10][CH2:9][OH:8])(=[O:24])=[O:25])=[CH:31][CH:30]=1. (5) The product is: [CH3:1][O:2][C:3](=[O:16])[CH2:4][C:5]1[CH:6]=[C:7]([S:12]([Cl:15])(=[O:13])=[O:14])[CH:8]=[C:9]([CH2:11][Br:24])[CH:10]=1. Given the reactants [CH3:1][O:2][C:3](=[O:16])[CH2:4][C:5]1[CH:10]=[C:9]([CH3:11])[CH:8]=[C:7]([S:12]([Cl:15])(=[O:14])=[O:13])[CH:6]=1.C1C(=O)N([Br:24])C(=O)C1, predict the reaction product. (6) Given the reactants [C:1]([C:4]1[CH:9]=[CH:8][CH:7]=[CH:6][CH:5]=1)(=[O:3])[CH3:2].Cl.[C:11]([O:14][CH2:15][CH3:16])(=[O:13])[CH3:12], predict the reaction product. The product is: [OH:3][C:1]([CH:12]1[CH2:16][CH2:15][O:14][C:11]1=[O:13])([C:4]1[CH:9]=[CH:8][CH:7]=[CH:6][CH:5]=1)[CH3:2]. (7) Given the reactants [C:1]([NH:8][C@H:9]([C:14]([OH:16])=[O:15])[CH2:10]C(=O)N)([O:3][C:4]([CH3:7])([CH3:6])[CH3:5])=[O:2].CCOC(C)=O.C(#[N:25])C.CC(OI(OC(C)=O)C1C=CC=CC=1)=O, predict the reaction product. The product is: [NH:8]([C:1]([O:3][C:4]([CH3:5])([CH3:6])[CH3:7])=[O:2])[C@H:9]([C:14]([OH:16])=[O:15])[CH2:10][NH2:25]. (8) Given the reactants [I-].C[O:3][C:4]([CH2:6][CH2:7][C:8]1[CH:21]=[CH:20][C:19]2[C:10](=[C:11]([CH3:23])[C:12]3[C:17]([N+:18]=2[CH3:22])=[CH:16][CH:15]=[CH:14][CH:13]=3)[CH:9]=1)=[O:5].[ClH:24], predict the reaction product. The product is: [Cl-:24].[C:4]([CH2:6][CH2:7][C:8]1[CH:21]=[CH:20][C:19]2[C:10](=[C:11]([CH3:23])[C:12]3[C:17]([N+:18]=2[CH3:22])=[CH:16][CH:15]=[CH:14][CH:13]=3)[CH:9]=1)([OH:5])=[O:3]. (9) Given the reactants [F:1][C:2]([F:36])([F:35])[C:3]1[CH:4]=[C:5]([C:13]([CH3:34])([CH3:33])[C:14]([N:16]([C:18]2[CH:19]=[N:20][C:21](Cl)=[CH:22][C:23]=2[C:24]2[CH:29]=[CH:28][C:27]([F:30])=[CH:26][C:25]=2[CH3:31])[CH3:17])=[O:15])[CH:6]=[C:7]([C:9]([F:12])([F:11])[F:10])[CH:8]=1.[CH2:37]1[NH:42][CH2:41][CH2:40][N:39]2[C:43](=[O:46])[CH2:44][CH2:45][C@@H:38]12.C(=O)([O-])[O-].[K+].[K+].[NH4+].[Cl-], predict the reaction product. The product is: [F:1][C:2]([F:36])([F:35])[C:3]1[CH:4]=[C:5]([C:13]([CH3:34])([CH3:33])[C:14]([N:16]([C:18]2[CH:19]=[N:20][C:21]([N:42]3[CH2:41][CH2:40][N:39]4[C:43](=[O:46])[CH2:44][CH2:45][C@@H:38]4[CH2:37]3)=[CH:22][C:23]=2[C:24]2[CH:29]=[CH:28][C:27]([F:30])=[CH:26][C:25]=2[CH3:31])[CH3:17])=[O:15])[CH:6]=[C:7]([C:9]([F:12])([F:11])[F:10])[CH:8]=1. (10) Given the reactants [Cl:1][C:2]1[CH:28]=[CH:27][C:5]([CH2:6][N:7]2[C:15]3[C:10](=[CH:11][CH:12]=[CH:13][CH:14]=3)[CH:9]=[C:8]2[C:16]([N:18]2[CH2:23][CH2:22][CH:21]([C:24](O)=[O:25])[CH2:20][CH2:19]2)=[O:17])=[CH:4][CH:3]=1.Cl.C(N=C=NCCCN(C)C)C.[N:41]1(O)[C:45]2[CH:46]=[CH:47][CH:48]=[CH:49][C:44]=2N=N1.C(N(C(C)C)C(C)C)C, predict the reaction product. The product is: [Cl:1][C:2]1[CH:28]=[CH:27][C:5]([CH2:6][N:7]2[C:15]3[C:10](=[CH:11][CH:12]=[CH:13][CH:14]=3)[CH:9]=[C:8]2[C:16]([N:18]2[CH2:23][CH2:22][CH:21]([C:24]([NH:41][C:45]3[CH:46]=[CH:47][CH:48]=[CH:49][CH:44]=3)=[O:25])[CH2:20][CH2:19]2)=[O:17])=[CH:4][CH:3]=1.